The task is: Predict the reaction yield, written as a fraction of the theoretical maximum amount of product (1.0 means a 100% yield; for example, 0.34 means a 34% yield).. This data is from Reaction yield outcomes from USPTO patents with 853,638 reactions. (1) The reactants are [OH:1][Si:2]([CH3:13])([CH3:12])[C:3]1[CH:4]=[C:5]([CH:9]=[CH:10][CH:11]=1)[C:6]([OH:8])=O.CCN=C=NCCCN(C)C.[NH2:25][CH2:26][CH2:27][CH2:28][CH2:29][CH2:30][NH:31][C:32](=[O:58])[CH2:33][C@@H:34]1[N:40]=[C:39]([C:41]2[CH:46]=[CH:45][C:44]([Cl:47])=[CH:43][CH:42]=2)[C:38]2[CH:48]=[C:49]([O:52][CH3:53])[CH:50]=[CH:51][C:37]=2[N:36]2[C:54]([CH3:57])=[N:55][N:56]=[C:35]12. The catalyst is C(Cl)Cl.CN(C1C=CN=CC=1)C. The product is [Cl:47][C:44]1[CH:45]=[CH:46][C:41]([C:39]2[C:38]3[CH:48]=[C:49]([O:52][CH3:53])[CH:50]=[CH:51][C:37]=3[N:36]3[C:54]([CH3:57])=[N:55][N:56]=[C:35]3[C@H:34]([CH2:33][C:32]([NH:31][CH2:30][CH2:29][CH2:28][CH2:27][CH2:26][NH:25][C:6](=[O:8])[C:5]3[CH:9]=[CH:10][CH:11]=[C:3]([Si:2]([OH:1])([CH3:13])[CH3:12])[CH:4]=3)=[O:58])[N:40]=2)=[CH:42][CH:43]=1. The yield is 0.220. (2) The reactants are [CH2:1]([N:8]1[C:12]2([CH2:16][CH2:15][NH:14][CH2:13]2)[CH2:11][CH2:10][CH2:9]1)[C:2]1[CH:7]=[CH:6][CH:5]=[CH:4][CH:3]=1.Br[C:18]1[CH:19]=[N:20][CH:21]=[C:22]([O:24][C:25]2[CH:30]=[CH:29][CH:28]=[CH:27][CH:26]=2)[CH:23]=1.CC(C)([O-])C.[K+]. The catalyst is C1(C)C=CC=CC=1.C1C=CC(/C=C/C(/C=C/C2C=CC=CC=2)=O)=CC=1.C1C=CC(/C=C/C(/C=C/C2C=CC=CC=2)=O)=CC=1.C1C=CC(/C=C/C(/C=C/C2C=CC=CC=2)=O)=CC=1.[Pd].[Pd].C1(P(C2C=CC=CC=2)C2C=CC3C(=CC=CC=3)C=2C2C3C(=CC=CC=3)C=CC=2P(C2C=CC=CC=2)C2C=CC=CC=2)C=CC=CC=1. The product is [CH2:1]([N:8]1[C:12]2([CH2:16][CH2:15][N:14]([C:18]3[CH:19]=[N:20][CH:21]=[C:22]([O:24][C:25]4[CH:26]=[CH:27][CH:28]=[CH:29][CH:30]=4)[CH:23]=3)[CH2:13]2)[CH2:11][CH2:10][CH2:9]1)[C:2]1[CH:3]=[CH:4][CH:5]=[CH:6][CH:7]=1. The yield is 0.786. (3) The reactants are [CH3:1][O:2][C:3]1[CH:4]=[C:5]([NH2:15])[CH:6]=[CH:7][C:8]=1[N:9]1[CH:13]=[C:12]([CH3:14])[N:11]=[CH:10]1.Cl[C:17]1[N:22]=[C:21]([CH2:23][C:24]2[CH:29]=[CH:28][CH:27]=[C:26]([Cl:30])[CH:25]=2)[CH:20]=[CH:19][N:18]=1. No catalyst specified. The product is [Cl:30][C:26]1[CH:25]=[C:24]([CH:29]=[CH:28][CH:27]=1)[CH2:23][C:21]1[CH:20]=[CH:19][N:18]=[C:17]([NH:15][C:5]2[CH:6]=[CH:7][C:8]([N:9]3[CH:13]=[C:12]([CH3:14])[N:11]=[CH:10]3)=[C:3]([O:2][CH3:1])[CH:4]=2)[N:22]=1. The yield is 0.550. (4) The reactants are [Na].[Br:2][C:3]1[CH:8]=[CH:7][C:6]([C:9]2[N:10]=[C:11]([C:15]([OH:17])=O)[N:12]([CH3:14])[CH:13]=2)=[CH:5][CH:4]=1.CN1CCOCC1.ClC(OCC(C)C)=O.Cl.[CH3:34][NH:35][O:36][CH3:37]. The catalyst is C(Cl)Cl. The product is [Br:2][C:3]1[CH:4]=[CH:5][C:6]([C:9]2[N:10]=[C:11]([C:15]([N:35]([CH3:34])[O:36][CH3:37])=[O:17])[N:12]([CH3:14])[CH:13]=2)=[CH:7][CH:8]=1. The yield is 0.320. (5) The reactants are [CH2:1]([O:8][C:9]1[CH:14]=[CH:13][C:12]([C:15]([C:20]2[CH:30]=[CH:29][C:23]([O:24][CH2:25][C:26]([OH:28])=O)=[C:22]([CH3:31])[CH:21]=2)([CH2:18][CH3:19])[CH2:16][CH3:17])=[CH:11][C:10]=1[CH3:32])[C:2]1[CH:7]=[CH:6][CH:5]=[CH:4][CH:3]=1.Cl.[CH3:34][N:35](C)[O:36][CH3:37]. No catalyst specified. The product is [CH2:1]([O:8][C:9]1[CH:14]=[CH:13][C:12]([C:15]([C:20]2[CH:30]=[CH:29][C:23]([O:24][CH2:25][C:26]([N:35]([O:36][CH3:37])[CH3:34])=[O:28])=[C:22]([CH3:31])[CH:21]=2)([CH2:16][CH3:17])[CH2:18][CH3:19])=[CH:11][C:10]=1[CH3:32])[C:2]1[CH:7]=[CH:6][CH:5]=[CH:4][CH:3]=1. The yield is 0.770. (6) The reactants are [C:1]([O:5][C:6]([N:8]1[CH2:12][C@H:11]([OH:13])[CH2:10][C@H:9]1[CH2:14][OH:15])=[O:7])([CH3:4])([CH3:3])[CH3:2].N1C=CN=C1.[Si:21](Cl)([C:34]([CH3:37])([CH3:36])[CH3:35])([C:28]1[CH:33]=[CH:32][CH:31]=[CH:30][CH:29]=1)[C:22]1[CH:27]=[CH:26][CH:25]=[CH:24][CH:23]=1.O. The catalyst is CN(C=O)C. The product is [C:1]([O:5][C:6]([N:8]1[CH2:12][C@H:11]([OH:13])[CH2:10][C@H:9]1[CH2:14][O:15][Si:21]([C:34]([CH3:37])([CH3:36])[CH3:35])([C:28]1[CH:29]=[CH:30][CH:31]=[CH:32][CH:33]=1)[C:22]1[CH:27]=[CH:26][CH:25]=[CH:24][CH:23]=1)=[O:7])([CH3:4])([CH3:3])[CH3:2]. The yield is 0.330. (7) The reactants are Cl[C:2]1[C:3]2[NH:10][CH:9]=[CH:8][C:4]=2[N:5]=[CH:6][N:7]=1.[F:11][C:12]1[C:17](B(O)O)=[CH:16][CH:15]=[CH:14][N:13]=1.C([O-])(=O)C.[K+]. The catalyst is C(O)CCC.O. The product is [F:11][C:12]1[C:17]([C:2]2[C:3]3[NH:10][CH:9]=[CH:8][C:4]=3[N:5]=[CH:6][N:7]=2)=[CH:16][CH:15]=[CH:14][N:13]=1. The yield is 0.730.